From a dataset of Drug-target binding data from BindingDB using IC50 measurements. Regression. Given a target protein amino acid sequence and a drug SMILES string, predict the binding affinity score between them. We predict pIC50 (pIC50 = -log10(IC50 in M); higher means more potent). Dataset: bindingdb_ic50. (1) The small molecule is COc1cccc(Nc2ncnc3cc4c(cc23)N(CCCN2CCOCC2)C(=O)CO4)c1. The target protein sequence is MRPSGTAGAALLALLAALCPASRALEEKKVCQGTSNKLTQLGTFEDHFLSLQRMFNNCEVVLGNLEITYVQRNYDLSFLKTIQEVAGYVLIALNTVERIPLENLQIIRGNMYYENSYALAVLSNYDANKTGLKELPMRNLQEILHGAVRFSNNPALCNVESIQWRDIVSSDFLSNMSMDFQNHLGSCQKCDPSCPNGSCWGAGEENCQKLTKIICAQQCSGRCRGKSPSDCCHNQCAAGCTGPRESDCLVCRKFRDEATCKDTCPPLMLYNPTTYQMDVNPEGKYSFGATCVKKCPRNYVVTDHGSCVRACGADSYEMEEDGVRKCKKCEGPCRKVCNGIGIGEFKDSLSINATNIKHFKNCTSISGDLHILPVAFRGDSFTHTPPLDPQELDILKTVKEITGFLLIQAWPENRTDLHAFENLEIIRGRTKQHGQFSLAVVSLNITSLGLRSLKEISDGDVIISGNKNLCYANTINWKKLFGTSGQKTKIISNRGENSCK.... The pIC50 is 6.0. (2) The small molecule is O=C1C=CC(=O)N1. The target is XTSFAESXKPVQQPSAFGS. The pIC50 is 5.2. (3) The drug is Cc1ccccc1Nc1ncnc2c1c(-c1ccccc1)cn2-c1ccc(F)cc1. The target protein sequence is MRSGAAPRARPRPPALALPPTGPESLTHFPFSDEDTRRHPPGRSV. The pIC50 is 4.0. (4) The drug is CC(=O)Oc1ccc(C(=O)N[C@@H]2[C@H](O)[C@@H](CO)O[C@H]2n2cnc3c(NCc4cccc5ccccc45)ncnc32)cc1. The pIC50 is 4.0. The target protein (Q01558) has sequence MVKVGINGFGRIGRVVFRAAQMRPDIEIVGINDLLDAEYMAYSLKYDSTHGRFDGTVEVIKGALVVNGKSIRVTSERDPANLKWDEIGVEVVVESTGLFLTQETAHKHIEAGARRVVMTGPPKDDTPMFVMGVNHTTYKGQPIISNASCTTNCLAPLAKVVNEKYGIVEGLMTTVHATTATQKTVDGPSLKDWRGGRGASQNIIPSSTGAPKAVGKVYPALDGKLTGMAFRVPTPNVSVVDLTVRLEKPATYKDICAAIKAAAEGEMKGILGYTDDEVVSSDFNGVALTSVFDVKAGISLNDHFVKLVSWYDNETGYSHKVLDLILHTSAR. (5) The small molecule is C#CC#CC(O)CCc1ccccc1-c1ccccc1CO. The target protein (P24470) has sequence MELLGFTTLALVVSVTCLSLLSVWTKLRTRGRLPPGPTPLPIIGNLLQLNLKDIPASLSKLAKEYGPVYTLYFGTSPTVVLHGYDVVKEALLQQGDEFLGRGPLPIIEDTHKGYGLIFSNGERWKVMRRFSLMTLRNFGMGKRSLEERVQEEARCLVEELQKTKAQPFDPTFILACAPCNVICSILFNDRFQYNDKTFLNLMDLLNKNFQQVNSVWCQMYNLWPTIIKYLPGKHIEFAKRIDDVKNFILEKVKEHQKSLDPANPRDYIDCFLSKIEEEKDNLKSEFHLENLAVCGSNLFTAGTETTSTTLRFGLLLLMKYPEVQAKVHEELDRVIGRHQPPSMKDKMKLPYTDAVLHEIQRYITLLPSSLPHAVVQDTKFRDYVIPKGTTVLPMLSSVMLDQKEFANPEKFDPGHFLDKNGCFKKTDYFVPFSLGKRACVGESLARMELFLFFTTLLQKFSLKTLVEPKDLDIKPITTGIINLPPPYKLCLVPR. The pIC50 is 5.3. (6) The drug is CN1C[C@@H]2Cc3c(C4=C(c5cn(C)c6ccccc56)C(=O)NC4=O)c4ccccc4n3C[C@H]2C1. The target protein (P09216) has sequence MVVFNGLLKIKICEAVSLKPTAWSLRHAVGPRPQTFLLDPYIALNVDDSRIGQTATKQKTNSPAWHDEFVTDVCNGRKIELAVFHDAPIGYDDFVANCTIQFEELLQNGSRHFEDWIDLEPEGKVYVIIDLSGSSGEAPKDNEERVFRERMRPRKRQGAVRRRVHQVNGHKFMATYLRQPTYCSHCRDFIWGVIGKQGYQCQVCTCVVHKRCHELIITKCAGLKKQETPDEVGSQRFSVNMPHKFGIHNYKVPTFCDHCGSLLWGLLRQGLQCKVCKMNVHRRCETNVAPNCGVDARGIAKVLADLGVTPDKITNSGQRRKKLAAGAESPQPASGNSPSEDDRSKSAPTSPCDQELKELENNIRKALSFDNRGEEHRASSSTDGQLASPGENGEVRQGQAKRLGLDEFNFIKVLGKGSFGKVMLAELKGKDEVYAVKVLKKDVILQDDDVDCTMTEKRILALARKHPYLTQLYCCFQTKDRLFFVMEYVNGGDLMFQIQR.... The pIC50 is 7.3.